This data is from Forward reaction prediction with 1.9M reactions from USPTO patents (1976-2016). The task is: Predict the product of the given reaction. (1) Given the reactants [OH:1][C@@H:2]1[CH2:7][CH2:6][CH2:5][CH2:4][C@H:3]1[NH:8][C:9]1[S:10][C:11]2[CH:17]=[C:16]([CH2:18][C:19]3[N:23]4[CH:24]=[CH:25][C:26]([C:28](=[O:30])[CH3:29])=[CH:27][C:22]4=[N:21][CH:20]=3)[CH:15]=[CH:14][C:12]=2[N:13]=1.[BH4-].[Na+].Cl, predict the reaction product. The product is: [OH:30][CH:28]([C:26]1[CH:25]=[CH:24][N:23]2[C:19]([CH2:18][C:16]3[CH:15]=[CH:14][C:12]4[N:13]=[C:9]([NH:8][C@@H:3]5[CH2:4][CH2:5][CH2:6][CH2:7][C@H:2]5[OH:1])[S:10][C:11]=4[CH:17]=3)=[CH:20][N:21]=[C:22]2[CH:27]=1)[CH3:29]. (2) The product is: [NH2:22][CH2:21][CH:20]([OH:33])[CH2:19][N:16]1[CH2:15][CH2:14][N:13]([C:8]2[CH:9]=[CH:10][CH:11]=[CH:12][C:7]=2[O:6][CH:1]2[CH2:5][CH2:4][CH2:3][CH2:2]2)[CH2:18][CH2:17]1. Given the reactants [CH:1]1([O:6][C:7]2[CH:12]=[CH:11][CH:10]=[CH:9][C:8]=2[N:13]2[CH2:18][CH2:17][N:16]([CH2:19][CH:20]([OH:33])[CH2:21][N:22]3C(=O)C4C(=CC=CC=4)C3=O)[CH2:15][CH2:14]2)[CH2:5][CH2:4][CH2:3][CH2:2]1.O.NN, predict the reaction product.